Task: Predict the product of the given reaction.. Dataset: Forward reaction prediction with 1.9M reactions from USPTO patents (1976-2016) (1) The product is: [Br:1][C:2]1[CH:9]=[C:8]([F:10])[CH:7]=[CH:6][C:3]=1[C@@H:4]1[N:19]=[C:17]([C:13]2[N:14]=[CH:15][O:16][C:12]=2[CH3:11])[NH:18][C:39]([CH2:38][N:20]2[CH2:25][CH2:24][O:23][CH2:22][C@H:21]2[C:26]([OH:28])=[O:27])=[C:40]1[C:43]([O:45][CH3:30])=[O:44]. Given the reactants [Br:1][C:2]1[CH:9]=[C:8]([F:10])[CH:7]=[CH:6][C:3]=1[CH:4]=O.[CH3:11][C:12]1[O:16][CH:15]=[N:14][C:13]=1[C:17]([NH2:19])=[NH:18].[NH:20]1[CH2:25][CH2:24][O:23][CH2:22][C@H:21]1[C:26]([OH:28])=[O:27].S1C=CN=[C:30]1C(N)=N.F[C:38]1(F)CN[C@H:40]([C:43]([OH:45])=[O:44])[CH2:39]1, predict the reaction product. (2) Given the reactants [CH2:1]([O:3][C:4]([C:6]1[CH:11]=[CH:10][C:9]([O:12][CH2:13][C:14]2[C:15]([C:27]3[CH:32]=[CH:31][C:30]([F:33])=[CH:29][CH:28]=3)=[N:16][O:17][C:18]=2/[CH:19]=C/C2C=CC=CC=2)=[CH:8][N:7]=1)=[O:5])[CH3:2].[BH4-].[Na+].C[OH:37], predict the reaction product. The product is: [CH2:1]([O:3][C:4]([C:6]1[CH:11]=[CH:10][C:9]([O:12][CH2:13][C:14]2[C:15]([C:27]3[CH:28]=[CH:29][C:30]([F:33])=[CH:31][CH:32]=3)=[N:16][O:17][C:18]=2[CH2:19][OH:37])=[CH:8][N:7]=1)=[O:5])[CH3:2]. (3) Given the reactants CC(C)([O-])C.[Na+].Br[C:8]1[CH:15]=[CH:14][C:11]([C:12]#[N:13])=[CH:10][CH:9]=1.C([NH2:23])C1C=CC=CC=1.[C:24]1(C)[CH:29]=[CH:28][CH:27]=[CH:26][CH:25]=1, predict the reaction product. The product is: [C:24]1([NH:23][C:8]2[CH:15]=[CH:14][C:11]([C:12]#[N:13])=[CH:10][CH:9]=2)[CH:29]=[CH:28][CH:27]=[CH:26][CH:25]=1. (4) Given the reactants [C:1]1([S:7]([N:10]2[C:14]3=[N:15][CH:16]=[CH:17][CH:18]=[C:13]3[CH:12]=[CH:11]2)(=[O:9])=[O:8])[CH:6]=[CH:5][CH:4]=[CH:3][CH:2]=1.C([N-]C(C)C)(C)C.[Li+].C([Li])CCC.CCCCCC.C(NC(C)C)(C)C.[O:45]1[CH2:49][CH2:48][CH2:47][CH:46]1[CH2:50][CH:51]=[O:52], predict the reaction product. The product is: [C:1]1([S:7]([N:10]2[C:14]3=[N:15][CH:16]=[CH:17][CH:18]=[C:13]3[CH:12]=[C:11]2[CH:51]([OH:52])[CH2:50][CH:46]2[CH2:47][CH2:48][CH2:49][O:45]2)(=[O:9])=[O:8])[CH:2]=[CH:3][CH:4]=[CH:5][CH:6]=1. (5) Given the reactants [F:1][C:2]([F:24])([F:23])[O:3][C:4]1[CH:9]=[CH:8][C:7]([C:10]2[C:18]3[C:13](=[CH:14][CH:15]=[CH:16][CH:17]=3)[NH:12][C:11]=2[C:19]([NH:21][NH2:22])=[O:20])=[CH:6][CH:5]=1.[S:25]1[CH:29]=[CH:28][N:27]=[C:26]1[CH:30]=O, predict the reaction product. The product is: [S:25]1[CH:29]=[CH:28][N:27]=[C:26]1[CH:30]=[N:22][NH:21][C:19]([C:11]1[NH:12][C:13]2[C:18]([C:10]=1[C:7]1[CH:6]=[CH:5][C:4]([O:3][C:2]([F:23])([F:1])[F:24])=[CH:9][CH:8]=1)=[CH:17][CH:16]=[CH:15][CH:14]=2)=[O:20]. (6) Given the reactants [CH2:1]([N:8]1[CH2:13][CH2:12][N:11]([C:14]([C@@H:16]2[CH2:21][CH2:20][CH2:19][CH2:18][N:17]2[C:22](OC(C)(C)C)=O)=O)[CH2:10][CH2:9]1)[C:2]1[CH:7]=[CH:6][CH:5]=[CH:4][CH:3]=1.[H-].[Al+3].[Li+].[H-].[H-].[H-], predict the reaction product. The product is: [CH2:1]([N:8]1[CH2:9][CH2:10][N:11]([CH2:14][C@@H:16]2[CH2:21][CH2:20][CH2:19][CH2:18][N:17]2[CH3:22])[CH2:12][CH2:13]1)[C:2]1[CH:7]=[CH:6][CH:5]=[CH:4][CH:3]=1. (7) Given the reactants [NH2:1][C:2]1[C:3]([C:7]2[N:8]([C:16]3[CH:17]=[C:18]([CH:21]=[CH:22][CH:23]=3)[CH:19]=O)[C:9]3[CH:14]=[CH:13][N:12]=[CH:11][C:10]=3[N:15]=2)=[N:4][O:5][N:6]=1.[NH:24]1[CH2:28][CH2:27][CH2:26][CH2:25]1.C(O[BH-](OC(=O)C)OC(=O)C)(=O)C.[Na+], predict the reaction product. The product is: [N:24]1([CH2:19][C:18]2[CH:17]=[C:16]([N:8]3[C:9]4[CH:14]=[CH:13][N:12]=[CH:11][C:10]=4[N:15]=[C:7]3[C:3]3[C:2]([NH2:1])=[N:6][O:5][N:4]=3)[CH:23]=[CH:22][CH:21]=2)[CH2:28][CH2:27][CH2:26][CH2:25]1.